This data is from Catalyst prediction with 721,799 reactions and 888 catalyst types from USPTO. The task is: Predict which catalyst facilitates the given reaction. Reactant: C(OC(=O)[CH2:5][O:6][C@H:7]1[CH2:12][CH2:11][C@H:10]([N:13]2[C:18](=[O:19])[C:17]([CH2:20][C:21]3[CH:26]=[CH:25][C:24]([C:27]4[CH:32]=[CH:31][CH:30]=[CH:29][C:28]=4[C:33]#[N:34])=[CH:23][C:22]=3[O:35][CH3:36])=[C:16]([CH2:37][CH2:38][CH3:39])[N:15]3[N:40]=[CH:41][CH:42]=[C:14]23)[CH2:9][CH2:8]1)C.[CH3:44][Mg]Br.C([O:50][CH2:51][CH3:52])(=O)C. Product: [OH:50][C:51]([CH3:52])([CH3:44])[CH2:5][O:6][C@H:7]1[CH2:8][CH2:9][C@H:10]([N:13]2[C:18](=[O:19])[C:17]([CH2:20][C:21]3[CH:26]=[CH:25][C:24]([C:27]4[C:28]([C:33]#[N:34])=[CH:29][CH:30]=[CH:31][CH:32]=4)=[CH:23][C:22]=3[O:35][CH3:36])=[C:16]([CH2:37][CH2:38][CH3:39])[N:15]3[N:40]=[CH:41][CH:42]=[C:14]23)[CH2:11][CH2:12]1. The catalyst class is: 7.